Dataset: Serine/threonine kinase 33 screen with 319,792 compounds. Task: Binary Classification. Given a drug SMILES string, predict its activity (active/inactive) in a high-throughput screening assay against a specified biological target. (1) The molecule is Clc1ccc(N2C(=O)c3c(C2=O)cccc3)cc1. The result is 0 (inactive). (2) The molecule is O1C(CCC1)C(=O)Nc1cc(cc(c1)C(OCC)=O)C(OCC)=O. The result is 0 (inactive). (3) The molecule is n12nc(nc2c2c(C1)cccc2)c1cc2nc(n(c2cc1)CC)C. The result is 1 (active). (4) The molecule is O1C(COc2c1cccc2)C(=O)Nc1c(C(=O)NCCC)cccc1. The result is 0 (inactive). (5) The compound is FC(F)(F)c1cc(OCc2onc(C(=O)N(Cc3ncc(CC)cc3)C)c2)ccc1. The result is 0 (inactive).